This data is from Catalyst prediction with 721,799 reactions and 888 catalyst types from USPTO. The task is: Predict which catalyst facilitates the given reaction. (1) Reactant: [CH2:1]([O:3][C:4]([C:6]1([C:9]2[CH:14]=[CH:13][C:12]([C:15]3[CH:20]=[CH:19][C:18]([C:21]4[S:22][C:23]([Cl:29])=[CH:24][C:25]=4C(=O)N)=[CH:17][C:16]=3[N+:30]([O-:32])=[O:31])=[CH:11][CH:10]=2)[CH2:8][CH2:7]1)=[O:5])[CH3:2].[N:33]1[CH:38]=CC=CC=1.FC(F)(F)C(OI(C1C=CC=CC=1)OC(=O)C(F)(F)F)=[O:42].[F:60][C:61]1[CH:66]=[CH:65][C:64]([C@H:67]([OH:69])[CH3:68])=[CH:63][CH:62]=1. Product: [CH2:1]([O:3][C:4]([C:6]1([C:9]2[CH:10]=[CH:11][C:12]([C:15]3[CH:20]=[CH:19][C:18]([C:21]4[S:22][C:23]([Cl:29])=[CH:24][C:25]=4[NH:33][C:38]([O:69][C@@H:67]([C:64]4[CH:65]=[CH:66][C:61]([F:60])=[CH:62][CH:63]=4)[CH3:68])=[O:42])=[CH:17][C:16]=3[N+:30]([O-:32])=[O:31])=[CH:13][CH:14]=2)[CH2:8][CH2:7]1)=[O:5])[CH3:2]. The catalyst class is: 11. (2) Reactant: Cl.C(OCC)(=O)C.[Cl:8][C:9]1[N:10]=[C:11]([C:16]([NH:18][C@H:19]2[CH2:24][CH2:23][N:22]([C:25]([O:27]C(C)(C)C)=O)[CH2:21][C@H:20]2[O:32][CH3:33])=[O:17])[NH:12][C:13]=1[CH2:14][CH3:15].ClC1O[C:37]2[C:43]([C:44]([O:46][CH3:47])=[O:45])=[CH:42][CH:41]=[CH:40][C:38]=2[N:39]=1.C(N(C(C)C)CC)(C)C. Product: [Cl:8][C:9]1[N:10]=[C:11]([C:16]([NH:18][C@H:19]2[CH2:24][CH2:23][N:22]([C:25]3[O:27][C:37]4[C:43]([C:44]([O:46][CH3:47])=[O:45])=[CH:42][CH:41]=[CH:40][C:38]=4[N:39]=3)[CH2:21][C@H:20]2[O:32][CH3:33])=[O:17])[NH:12][C:13]=1[CH2:14][CH3:15]. The catalyst class is: 370. (3) Reactant: [F:1][C:2]([F:22])([F:21])[C:3]1[CH:8]=[CH:7][C:6]([C:9]2[N:14]=[C:13]([CH:15]([OH:20])[CH2:16][CH2:17][CH2:18][CH3:19])[CH:12]=[CH:11][CH:10]=2)=[CH:5][CH:4]=1.O[C:24]1[CH:29]=[CH:28][C:27]([CH2:30][CH2:31][CH2:32][C:33]([O:35][CH2:36][CH2:37][Si:38]([CH3:41])([CH3:40])[CH3:39])=[O:34])=[CH:26][CH:25]=1.C1CCN(C(N=NC(N2CCCCC2)=O)=O)CC1.P(CCCC)(CCCC)CCCC. Product: [F:22][C:2]([F:21])([F:1])[C:3]1[CH:4]=[CH:5][C:6]([C:9]2[N:14]=[C:13]([CH:15]([O:20][C:24]3[CH:25]=[CH:26][C:27]([CH2:30][CH2:31][CH2:32][C:33]([O:35][CH2:36][CH2:37][Si:38]([CH3:41])([CH3:40])[CH3:39])=[O:34])=[CH:28][CH:29]=3)[CH2:16][CH2:17][CH2:18][CH3:19])[CH:12]=[CH:11][CH:10]=2)=[CH:7][CH:8]=1. The catalyst class is: 1. (4) Reactant: [C:1](Cl)(Cl)=[O:2].[Br:5][C:6]1[N:11]=[CH:10][C:9]([NH2:12])=[C:8]([NH:13][C:14]([CH3:25])([CH3:24])[CH2:15][CH2:16][O:17][CH:18]2[CH2:23][CH2:22][CH2:21][CH2:20][O:19]2)[CH:7]=1.C(N(CC)CC)C. Product: [Br:5][C:6]1[N:11]=[CH:10][C:9]2[NH:12][C:1](=[O:2])[N:13]([C:14]([CH3:25])([CH3:24])[CH2:15][CH2:16][O:17][CH:18]3[CH2:23][CH2:22][CH2:21][CH2:20][O:19]3)[C:8]=2[CH:7]=1. The catalyst class is: 30. (5) Reactant: [NH2:1][CH2:2][C@H:3]([OH:15])[CH2:4][N:5]1[CH2:14][CH2:13][C:12]2[C:7](=[CH:8][CH:9]=[CH:10][CH:11]=2)[CH2:6]1.[C:16](O)(=[O:23])[C:17]1[CH:22]=[CH:21][CH:20]=[CH:19][CH:18]=1.CN(C(ON1N=NC2C=CC=NC1=2)=[N+](C)C)C.F[P-](F)(F)(F)(F)F. Product: [CH2:6]1[C:7]2[C:12](=[CH:11][CH:10]=[CH:9][CH:8]=2)[CH2:13][CH2:14][N:5]1[CH2:4][C@@H:3]([OH:15])[CH2:2][NH:1][C:16](=[O:23])[C:17]1[CH:22]=[CH:21][CH:20]=[CH:19][CH:18]=1. The catalyst class is: 34. (6) Reactant: [Cl:1][C:2]1[CH:10]=[CH:9][C:8]([C:11]2[N:12]([C:22]([O:24][C:25]([CH3:28])([CH3:27])[CH3:26])=[O:23])[C:13]3[C:18]([CH:19]=2)=[CH:17][C:16]([CH:20]=O)=[CH:15][CH:14]=3)=[C:7]2[C:3]=1[CH2:4][NH:5][C:6]2=[O:29].[CH2:30]([NH2:33])[C:31]#[CH:32].C(O[BH-](OC(=O)C)OC(=O)C)(=O)C.[Na+]. Product: [Cl:1][C:2]1[CH:10]=[CH:9][C:8]([C:11]2[N:12]([C:22]([O:24][C:25]([CH3:28])([CH3:27])[CH3:26])=[O:23])[C:13]3[C:18]([CH:19]=2)=[CH:17][C:16]([CH2:20][NH:33][CH2:30][C:31]#[CH:32])=[CH:15][CH:14]=3)=[C:7]2[C:3]=1[CH2:4][NH:5][C:6]2=[O:29]. The catalyst class is: 4.